Task: Predict the product of the given reaction.. Dataset: Forward reaction prediction with 1.9M reactions from USPTO patents (1976-2016) (1) Given the reactants [Si](I)(C)(C)C.C[C@:7]([NH:35]C(OC(C)(C)C)=O)([CH2:11][S:12][CH2:13][C:14]1[CH:19]=[CH:18][C:17]([C:20]2[CH:25]=[CH:24][C:23]([N:26]3[C:34]4[C:29](=[CH:30][CH:31]=[CH:32][CH:33]=4)[CH:28]=[CH:27]3)=[CH:22][CH:21]=2)=[CH:16][CH:15]=1)[C:8]([O-:10])=[O:9].[C:43](=O)(O)[O-].[Na+], predict the reaction product. The product is: [CH3:43][O:10][C:8](=[O:9])[C@@H:7]([NH2:35])[CH2:11][S:12][CH2:13][C:14]1[CH:19]=[CH:18][C:17]([C:20]2[CH:25]=[CH:24][C:23]([N:26]3[C:34]4[C:29](=[CH:30][CH:31]=[CH:32][CH:33]=4)[CH:28]=[CH:27]3)=[CH:22][CH:21]=2)=[CH:16][CH:15]=1. (2) Given the reactants [CH2:1]1[C@@H:6]([C:7]#[N:8])[N:5]([C:9]([C@@H:11]([NH2:23])[C:12]23[CH2:21][C:19]4([OH:22])[CH2:20][CH:14]([CH2:15][CH:16]([CH2:18]4)[CH2:17]2)[CH2:13]3)=[O:10])[C@@H:4]2[C@H:2]1[CH2:3]2.[C:24](=[O:26])=[O:25].C(OCC)(=[O:29])C, predict the reaction product. The product is: [CH2:1]1[C@@H:6]([C:7]#[N:8])[N:5]([C:9]([C@@H:11]([NH2:23])[C:12]23[CH2:21][C:19]4([OH:22])[CH2:20][CH:14]([CH2:15][CH:16]([CH2:18]4)[CH2:17]2)[CH2:13]3)=[O:10])[C@@H:4]2[C@H:2]1[CH2:3]2.[C:24](=[O:29])([OH:26])[O-:25]. (3) Given the reactants [H-].[Na+].[Cl:3][C:4]1[CH:5]=[CH:6][C:7]([O:12][CH3:13])=[C:8]([CH:11]=1)[CH2:9][OH:10].[F:14][C:15]1[CH:22]=[CH:21][CH:20]=[C:19](F)[C:16]=1[C:17]#[N:18], predict the reaction product. The product is: [Cl:3][C:4]1[CH:5]=[CH:6][C:7]([O:12][CH3:13])=[C:8]([CH:11]=1)[CH2:9][O:10][C:19]1[CH:20]=[CH:21][CH:22]=[C:15]([F:14])[C:16]=1[C:17]#[N:18]. (4) Given the reactants C(N(CC)CC)C.C1C=CC2N(O)N=NC=2C=1.[Cl:18][C:19]1[S:26][C:25]2[CH:24]=[C:23]([C:27]([OH:29])=O)[NH:22][C:21]=2[C:20]=1[Cl:30].ClC1SC2[NH:36][C:37]([C:39]([NH:41][CH:42]3[CH2:51][C:50]4[C:45](=CC=CC=4)[N:44](CC(NCC(O)CO)=O)[C:43]3=O)=[O:40])=[CH:38]C=2C=1.CCN=C=NCCCN(C)C, predict the reaction product. The product is: [Cl:18][C:19]1[S:26][C:25]2[CH:24]=[C:23]([C:27]([NH:36][CH:37]3[CH2:38][C:43]4[C:42](=[CH:51][CH:50]=[CH:45][N:44]=4)[NH:41][C:39]3=[O:40])=[O:29])[NH:22][C:21]=2[C:20]=1[Cl:30].